This data is from Forward reaction prediction with 1.9M reactions from USPTO patents (1976-2016). The task is: Predict the product of the given reaction. (1) Given the reactants [NH2:1][C@@H:2]1[CH2:6][CH2:5][N:4]([C:7]2[C:16]3[C:11](=[CH:12][C:13]([CH3:17])=[CH:14][CH:15]=3)[N:10]=[C:9]([C:18]3[CH:23]=[CH:22][CH:21]=[CH:20][C:19]=3[OH:24])[N:8]=2)[CH2:3]1.C(N(CC)CC)C.Cl[C:33]([O:35][CH2:36][C:37]1[CH:42]=[CH:41][CH:40]=[CH:39][CH:38]=1)=[O:34], predict the reaction product. The product is: [CH2:36]([O:35][C:33](=[O:34])[NH:1][C@@H:2]1[CH2:6][CH2:5][N:4]([C:7]2[C:16]3[C:11](=[CH:12][C:13]([CH3:17])=[CH:14][CH:15]=3)[N:10]=[C:9]([C:18]3[CH:23]=[CH:22][CH:21]=[CH:20][C:19]=3[OH:24])[N:8]=2)[CH2:3]1)[C:37]1[CH:42]=[CH:41][CH:40]=[CH:39][CH:38]=1. (2) Given the reactants [Cl:1][C:2]1[CH:3]=[C:4]([CH:7]=[C:8]([OH:10])[CH:9]=1)[C:5]#[N:6].[H-].[Na+].[CH2:13]([N:15]([CH2:19][CH3:20])[C:16](Cl)=[S:17])[CH3:14], predict the reaction product. The product is: [Cl:1][C:2]1[CH:9]=[C:8]([O:10][C:16](=[S:17])[N:15]([CH2:19][CH3:20])[CH2:13][CH3:14])[CH:7]=[C:4]([C:5]#[N:6])[CH:3]=1.